From a dataset of Reaction yield outcomes from USPTO patents with 853,638 reactions. Predict the reaction yield, written as a fraction of the theoretical maximum amount of product (1.0 means a 100% yield; for example, 0.34 means a 34% yield). (1) The reactants are FC(F)(F)C(O)=O.[C:8]1(=[C:14]([C:31]2[CH:36]=[CH:35][C:34]([OH:37])=[CH:33][CH:32]=2)[C:15]2[CH:20]=[CH:19][C:18](/[CH:21]=[CH:22]/[C:23]([O:25]C(C)(C)C)=[O:24])=[C:17]([CH3:30])[CH:16]=2)[CH2:13][CH2:12][CH2:11][CH2:10][CH2:9]1. The catalyst is C(Cl)Cl. The product is [C:8]1(=[C:14]([C:31]2[CH:36]=[CH:35][C:34]([OH:37])=[CH:33][CH:32]=2)[C:15]2[CH:20]=[CH:19][C:18](/[CH:21]=[CH:22]/[C:23]([OH:25])=[O:24])=[C:17]([CH3:30])[CH:16]=2)[CH2:13][CH2:12][CH2:11][CH2:10][CH2:9]1. The yield is 0.760. (2) The reactants are C([O:3][C:4]([C:6]1[CH:7]=[C:8]2[C:13](=[CH:14][CH:15]=1)[NH:12][CH:11]([C:16]1[CH:21]=[CH:20][CH:19]=[C:18]([N+:22]([O-:24])=[O:23])[CH:17]=1)[C:10]([CH3:26])([CH3:25])[CH2:9]2)=[O:5])C.Cl. The catalyst is CO.O1CCCC1.[OH-].[Na+].O. The product is [CH3:25][C:10]1([CH3:26])[CH2:9][C:8]2[C:13](=[CH:14][CH:15]=[C:6]([C:4]([OH:5])=[O:3])[CH:7]=2)[NH:12][CH:11]1[C:16]1[CH:21]=[CH:20][CH:19]=[C:18]([N+:22]([O-:24])=[O:23])[CH:17]=1. The yield is 0.970. (3) The reactants are [CH:1]1([C:5]2[C:13]([C:14]3[NH:15][C:16]([CH2:19][CH3:20])=[CH:17][N:18]=3)=[CH:12][C:8]([C:9]([OH:11])=O)=[C:7]([CH3:21])[CH:6]=2)[CH2:4][CH2:3][CH2:2]1.Cl.[NH:23]1[CH2:28][CH2:27][CH:26]([C:29]2[CH:36]=[CH:35][C:32]([C:33]#[N:34])=[CH:31][CH:30]=2)[CH2:25][CH2:24]1.CCN=C=NCCCN(C)C.Cl. The catalyst is CN(C)C1C=CN=CC=1. The product is [CH:1]1([C:5]2[C:13]([C:14]3[NH:15][C:16]([CH2:19][CH3:20])=[CH:17][N:18]=3)=[CH:12][C:8]([C:9]([N:23]3[CH2:28][CH2:27][CH:26]([C:29]4[CH:36]=[CH:35][C:32]([C:33]#[N:34])=[CH:31][CH:30]=4)[CH2:25][CH2:24]3)=[O:11])=[C:7]([CH3:21])[CH:6]=2)[CH2:4][CH2:3][CH2:2]1. The yield is 0.290. (4) The reactants are [CH2:1]([O:3][C:4]([O:6][C:7]1[CH:8]=[C:9]([CH2:19][C@H:20]([NH:32]C(OC(C)(C)C)=O)[C:21]([O:23][C@H:24]([CH3:31])[C@H:25]([O:27][C:28](=[O:30])[CH3:29])[CH3:26])=[O:22])[CH:10]=[CH:11][C:12]=1[O:13][C:14]([O:16][CH2:17][CH3:18])=[O:15])=[O:5])[CH3:2].[ClH:40]. The catalyst is O1CCOCC1. The product is [ClH:40].[NH2:32][C@@H:20]([CH2:19][C:9]1[CH:10]=[CH:11][C:12]([O:13][C:14]([O:16][CH2:17][CH3:18])=[O:15])=[C:7]([O:6][C:4]([O:3][CH2:1][CH3:2])=[O:5])[CH:8]=1)[C:21]([O:23][C@H:24]([CH3:31])[C@H:25]([O:27][C:28](=[O:30])[CH3:29])[CH3:26])=[O:22]. The yield is 0.960.